The task is: Predict which catalyst facilitates the given reaction.. This data is from Catalyst prediction with 721,799 reactions and 888 catalyst types from USPTO. (1) Reactant: [Cl:1][C:2]1[N:10]=[C:9]2[C:5]([N:6]=[CH:7][NH:8]2)=[C:4]([Cl:11])[N:3]=1.C(=O)([O-])[O-].[K+].[K+].Br[CH2:19][C:20]1[CH:25]=[CH:24][C:23]([C:26]#[N:27])=[CH:22][CH:21]=1. Product: [Cl:1][C:2]1[N:10]=[C:9]2[C:5]([N:6]=[CH:7][N:8]2[CH2:19][C:20]2[CH:25]=[CH:24][C:23]([C:26]#[N:27])=[CH:22][CH:21]=2)=[C:4]([Cl:11])[N:3]=1. The catalyst class is: 3. (2) Reactant: [F:1][C:2]1[CH:3]=[CH:4][CH:5]=[C:6]2[C:10]=1[N:9]([C:11]1[NH:12][C:13]([CH:16]3[CH2:21][CH2:20][N:19](C(OCC4C=CC=CC=4)=O)[CH2:18][CH2:17]3)=[CH:14][N:15]=1)[N:8]=[C:7]2[CH:32]([CH3:34])[CH3:33]. Product: [F:1][C:2]1[CH:3]=[CH:4][CH:5]=[C:6]2[C:10]=1[N:9]([C:11]1[NH:12][C:13]([CH:16]3[CH2:21][CH2:20][NH:19][CH2:18][CH2:17]3)=[CH:14][N:15]=1)[N:8]=[C:7]2[CH:32]([CH3:34])[CH3:33]. The catalyst class is: 586. (3) Reactant: [CH3:1][C:2]1([C:7]([OH:9])=[O:8])[CH2:6][CH2:5][NH:4][CH2:3]1.[Si]([Cl:14])(C)(C)[CH3:11]. Product: [ClH:14].[CH3:1][C:2]1([C:7]([O:9][CH3:11])=[O:8])[CH2:6][CH2:5][NH:4][CH2:3]1. The catalyst class is: 5. (4) Reactant: Br[CH2:2][C:3]([O:5][C:6]([CH3:9])([CH3:8])[CH3:7])=[O:4].[NH:10]1[CH2:15][CH2:14][CH:13]([OH:16])[CH2:12][CH2:11]1. Product: [OH:16][CH:13]1[CH2:14][CH2:15][N:10]([CH2:2][C:3]([O:5][C:6]([CH3:9])([CH3:8])[CH3:7])=[O:4])[CH2:11][CH2:12]1. The catalyst class is: 1. (5) Reactant: [CH3:1][O:2][C:3]1[C:20]([O:21][CH3:22])=[CH:19][C:6]([C:7]([C:9]2[NH:13][N:12]=[N:11][C:10]=2[C:14]([O:16][CH2:17][CH3:18])=[O:15])=[O:8])=[C:5]([N+:23]([O-:25])=[O:24])[CH:4]=1.[OH2:26].[C:27]1([CH3:37])[CH:32]=CC(S(O)(=O)=O)=C[CH:28]=1.[C:38](N1C=CN=C1)(N1C=CN=C1)=[O:39].[CH:50]([OH:53])([CH3:52])[CH3:51]. Product: [CH:50]([O:53][C:38]([O:39][CH:32]([N:12]1[N:11]=[C:10]([C:14]([O:16][CH2:17][CH3:18])=[O:15])[C:9]([C:7](=[O:8])[C:6]2[CH:19]=[C:20]([O:21][CH3:22])[C:3]([O:2][CH3:1])=[CH:4][C:5]=2[N+:23]([O-:25])=[O:24])=[N:13]1)[CH:27]([CH3:28])[CH3:37])=[O:26])([CH3:52])[CH3:51]. The catalyst class is: 2. (6) Reactant: [C:9](O[C:9]([O:11][C:12]([CH3:15])([CH3:14])[CH3:13])=[O:10])([O:11][C:12]([CH3:15])([CH3:14])[CH3:13])=[O:10].[NH2:16][C:17]1[CH:18]=[C:19]([C@@:24]2([CH3:46])[C@@H:31]([C:32]3[CH:37]=[CH:36][C:35]([Cl:38])=[CH:34][CH:33]=3)[N:30]3[C:26]([S:27][C:28]([C:42]([O:44][CH3:45])=[O:43])=[C:29]3[CH:39]([CH3:41])[CH3:40])=[N:25]2)[CH:20]=[CH:21][C:22]=1[Cl:23]. Product: [C:12]([O:11][C:9]([NH:16][C:17]1[CH:18]=[C:19]([C@@:24]2([CH3:46])[C@@H:31]([C:32]3[CH:33]=[CH:34][C:35]([Cl:38])=[CH:36][CH:37]=3)[N:30]3[C:26]([S:27][C:28]([C:42]([O:44][CH3:45])=[O:43])=[C:29]3[CH:39]([CH3:41])[CH3:40])=[N:25]2)[CH:20]=[CH:21][C:22]=1[Cl:23])=[O:10])([CH3:13])([CH3:14])[CH3:15]. The catalyst class is: 840. (7) The catalyst class is: 2. Product: [OH:8][C:9]1[CH:10]=[C:11]([NH:21][C:22]2[N:27]=[C:26]3[NH:28][N:29]=[CH:30][C:25]3=[C:24]([C:37]3[CH:38]=[C:39]([NH:43][C:44](=[O:47])[CH:45]=[CH2:46])[CH:40]=[CH:41][CH:42]=3)[N:23]=2)[CH:12]=[CH:13][C:14]=1[N:15]1[CH2:20][CH2:19][O:18][CH2:17][CH2:16]1. Reactant: FC(F)(F)C(O)=O.[OH:8][C:9]1[CH:10]=[C:11]([NH:21][C:22]2[N:27]=[C:26]3[N:28](C4CCCCO4)[N:29]=[CH:30][C:25]3=[C:24]([C:37]3[CH:38]=[C:39]([NH:43][C:44](=[O:47])[CH:45]=[CH2:46])[CH:40]=[CH:41][CH:42]=3)[N:23]=2)[CH:12]=[CH:13][C:14]=1[N:15]1[CH2:20][CH2:19][O:18][CH2:17][CH2:16]1. (8) Reactant: Cl[CH2:2][C@H:3]([C:5]1[CH:10]=[CH:9][C:8]([F:11])=[C:7]([F:12])[CH:6]=1)[OH:4].C1(C)C=CC=CC=1.[OH-].[Na+]. Product: [F:12][C:7]1[CH:6]=[C:5]([C@H:3]2[CH2:2][O:4]2)[CH:10]=[CH:9][C:8]=1[F:11]. The catalyst class is: 6. (9) Reactant: [F:1][C:2]1[CH:7]=[C:6]([F:8])[CH:5]=[CH:4][C:3]=1[C@@:9]([OH:38])([CH2:32][N:33]1[CH:37]=[N:36][CH:35]=[N:34]1)[C@H:10]([S:12][C@@H:13]1[CH2:18][O:17][C@@H:16](/[CH:19]=[CH:20]/[CH:21]=[CH:22]/[C:23]2[CH:30]=[CH:29][C:26]([C:27]#[N:28])=[CH:25][C:24]=2[F:31])[O:15][CH2:14]1)[CH3:11].[H-].[Na+].[C:41]([O:44][CH2:45][CH2:46][CH2:47][C:48](=[O:50])Cl)(=[O:43])[CH3:42].[Cl-].[NH4+]. Product: [C:41]([O:44][CH2:45][CH2:46][CH2:47][C:48]([O:38][C@:9]([C:3]1[CH:4]=[CH:5][C:6]([F:8])=[CH:7][C:2]=1[F:1])([CH2:32][N:33]1[CH:37]=[N:36][CH:35]=[N:34]1)[C@H:10]([S:12][C@@H:13]1[CH2:18][O:17][C@@H:16](/[CH:19]=[CH:20]/[CH:21]=[CH:22]/[C:23]2[CH:30]=[CH:29][C:26]([C:27]#[N:28])=[CH:25][C:24]=2[F:31])[O:15][CH2:14]1)[CH3:11])=[O:50])(=[O:43])[CH3:42]. The catalyst class is: 42.